This data is from Forward reaction prediction with 1.9M reactions from USPTO patents (1976-2016). The task is: Predict the product of the given reaction. (1) Given the reactants CC(C)([O-])C.[K+].[OH:7][NH:8][C:9](=O)[CH3:10].F[C:13]1[C:20]([I:21])=[C:19]([CH3:22])[CH:18]=[CH:17]C=1C#N.C[N:24](C=O)C, predict the reaction product. The product is: [I:21][C:20]1[C:13]2[O:7][N:8]=[C:9]([NH2:24])[C:10]=2[CH:17]=[CH:18][C:19]=1[CH3:22]. (2) Given the reactants [C:1]([N:4]1[C:13]2[C:8](=[CH:9][C:10]([O:26][CH3:27])=[C:11]([CH2:14][CH2:15][N:16]3[CH2:25][CH2:24][C:19]4(OCC[O:20]4)[CH2:18][CH2:17]3)[CH:12]=2)[CH2:7][CH2:6][CH2:5]1)(=[O:3])[CH3:2].C(=O)(O)[O-].[Na+], predict the reaction product. The product is: [C:1]([N:4]1[C:13]2[C:8](=[CH:9][C:10]([O:26][CH3:27])=[C:11]([CH2:14][CH2:15][N:16]3[CH2:17][CH2:18][C:19](=[O:20])[CH2:24][CH2:25]3)[CH:12]=2)[CH2:7][CH2:6][CH2:5]1)(=[O:3])[CH3:2]. (3) Given the reactants O.Br[C:3]1[CH:11]=[C:10]([O:12][CH3:13])[C:9]([O:14][CH3:15])=[CH:8][C:4]=1[C:5]([OH:7])=[O:6].C(=O)([O-])[O-:17].[Na+].[Na+].Cl, predict the reaction product. The product is: [OH:17][C:3]1[CH:11]=[C:10]([O:12][CH3:13])[C:9]([O:14][CH3:15])=[CH:8][C:4]=1[C:5]([OH:7])=[O:6]. (4) Given the reactants C(O[C:9]1[C:14]([CH3:15])=[C:13]([CH3:16])[C:12]([O:17]CC2C=CC=CC=2)=[CH:11][C:10]=1[CH2:25][CH2:26][CH:27]([NH:29][C:30]1[CH:35]=[CH:34][C:33]([O:36][CH3:37])=[CH:32][CH:31]=1)[CH3:28])C1C=CC=CC=1, predict the reaction product. The product is: [CH3:37][O:36][C:33]1[CH:34]=[CH:35][C:30]([N:29]2[C:9]3[C:10](=[CH:11][C:12]([OH:17])=[C:13]([CH3:16])[C:14]=3[CH3:15])[CH2:25][CH2:26][CH:27]2[CH3:28])=[CH:31][CH:32]=1. (5) Given the reactants [Cl:1][CH2:2][CH2:3][N:4]([CH2:29][CH2:30][OH:31])[C:5]1[C:22]([N+:23]([O-:25])=[O:24])=[CH:21][C:20]([N+:26]([O-:28])=[O:27])=[CH:19][C:6]=1[C:7]([NH:9][CH2:10][CH2:11][O:12][CH:13]1[CH2:18][CH2:17][CH2:16][CH2:15][O:14]1)=[O:8].CCN(CC)CC.[CH3:39][S:40](Cl)(=[O:42])=[O:41].C([O-])(O)=O.[Na+], predict the reaction product. The product is: [CH3:39][S:40]([O:31][CH2:30][CH2:29][N:4]([CH2:3][CH2:2][Cl:1])[C:5]1[C:6]([C:7]([NH:9][CH2:10][CH2:11][O:12][CH:13]2[CH2:18][CH2:17][CH2:16][CH2:15][O:14]2)=[O:8])=[CH:19][C:20]([N+:26]([O-:28])=[O:27])=[CH:21][C:22]=1[N+:23]([O-:25])=[O:24])(=[O:42])=[O:41]. (6) Given the reactants [Cl:1][C:2]1[C:3]([O:12][C:13]2[CH:18]=[C:17]([O:19][CH2:20][CH2:21][O:22][CH3:23])[CH:16]=[CH:15][C:14]=2[CH2:24][CH2:25][C:26](O)=[O:27])=[N:4][CH:5]=[C:6]([C:8]([F:11])([F:10])[F:9])[CH:7]=1.C(N=C=NCCCN(C)C)C.[CH2:40]([NH:45][S:46]([NH2:49])(=[O:48])=[O:47])[CH2:41][CH2:42][CH2:43][CH3:44].Cl, predict the reaction product. The product is: [Cl:1][C:2]1[C:3]([O:12][C:13]2[CH:18]=[C:17]([O:19][CH2:20][CH2:21][O:22][CH3:23])[CH:16]=[CH:15][C:14]=2[CH2:24][CH2:25][C:26]([NH:49][S:46]([NH:45][CH2:40][CH2:41][CH2:42][CH2:43][CH3:44])(=[O:48])=[O:47])=[O:27])=[N:4][CH:5]=[C:6]([C:8]([F:10])([F:9])[F:11])[CH:7]=1.